Dataset: Full USPTO retrosynthesis dataset with 1.9M reactions from patents (1976-2016). Task: Predict the reactants needed to synthesize the given product. (1) Given the product [F:1][C:2]1[CH:7]=[CH:6][C:5]([S:8]([NH:11][C:12]2[CH:13]=[C:14]3[C:18](=[CH:19][CH:20]=2)[N:17]([CH3:21])[CH:16]=[C:15]3[CH:22]2[CH2:27][CH2:26][N:25]([C:32](=[O:33])[CH2:31][C@@H:30]([OH:35])[C:29]([F:37])([F:36])[F:28])[CH2:24][CH2:23]2)(=[O:9])=[O:10])=[CH:4][CH:3]=1, predict the reactants needed to synthesize it. The reactants are: [F:1][C:2]1[CH:7]=[CH:6][C:5]([S:8]([NH:11][C:12]2[CH:13]=[C:14]3[C:18](=[CH:19][CH:20]=2)[N:17]([CH3:21])[CH:16]=[C:15]3[CH:22]2[CH2:27][CH2:26][NH:25][CH2:24][CH2:23]2)(=[O:10])=[O:9])=[CH:4][CH:3]=1.[F:28][C:29]([F:37])([F:36])[C@H:30]([OH:35])[CH2:31][C:32](O)=[O:33].CN(CCCN=C=N)C.ON1C2C=CC=CC=2N=N1.C(N(CC)CC)C. (2) Given the product [C:23]([O:27][C:28](=[O:36])[CH2:29][O:30][CH2:31][CH2:32][CH2:33][CH2:34][N:20]([C:9]1[N:8]=[C:7]([C:4]2[CH:3]=[CH:2][C:1]([CH3:22])=[CH:6][CH:5]=2)[C:12]([C:13]2[CH:18]=[CH:17][C:16]([CH3:19])=[CH:15][CH:14]=2)=[CH:11][N:10]=1)[CH3:21])([CH3:26])([CH3:25])[CH3:24], predict the reactants needed to synthesize it. The reactants are: [C:1]1([CH3:22])[CH:6]=[CH:5][C:4]([C:7]2[C:12]([C:13]3[CH:18]=[CH:17][C:16]([CH3:19])=[CH:15][CH:14]=3)=[CH:11][N:10]=[C:9]([NH:20][CH3:21])[N:8]=2)=[CH:3][CH:2]=1.[C:23]([O:27][C:28](=[O:36])[CH2:29][O:30][CH2:31][CH2:32][CH2:33][CH2:34]Br)([CH3:26])([CH3:25])[CH3:24]. (3) Given the product [CH3:23][S:24]([N:27]1[CH2:31][CH2:30][CH2:29][CH:28]1[CH:32]=[O:33])(=[O:26])=[O:25], predict the reactants needed to synthesize it. The reactants are: CC(OI1(OC(C)=O)(OC(C)=O)OC(=O)C2C=CC=CC1=2)=O.[CH3:23][S:24]([N:27]1[CH2:31][CH2:30][CH2:29][CH:28]1[CH2:32][OH:33])(=[O:26])=[O:25].